This data is from Retrosynthesis with 50K atom-mapped reactions and 10 reaction types from USPTO. The task is: Predict the reactants needed to synthesize the given product. Given the product CNC(=O)c1c(-c2ccc(F)cc2)oc2cc(N(C)S(C)(=O)=O)c(-c3cncc(-c4cn5ccccc5n4)c3)cc12, predict the reactants needed to synthesize it. The reactants are: Brc1cncc(-c2cn3ccccc3n2)c1.CNC(=O)c1c(-c2ccc(F)cc2)oc2cc(N(C)S(C)(=O)=O)c(B3OC(C)(C)C(C)(C)O3)cc12.